This data is from Catalyst prediction with 721,799 reactions and 888 catalyst types from USPTO. The task is: Predict which catalyst facilitates the given reaction. (1) Reactant: [Cl:1][C:2]1[CH:7]=[CH:6][C:5]([S:8]([C:15]2[CH:20]=[CH:19][C:18]([Cl:21])=[CH:17][CH:16]=2)([CH3:14])[CH2:9][CH:10]([OH:13])[CH2:11][F:12])=[CH:4][CH:3]=1.[Cr](O[Cr]([O-])(=O)=O)([O-])(=O)=O.[NH+]1C=CC=CC=1.[NH+]1C=CC=CC=1. Product: [Cl:1][C:2]1[CH:3]=[CH:4][C:5]([S:8]([C:15]2[CH:16]=[CH:17][C:18]([Cl:21])=[CH:19][CH:20]=2)([CH3:14])[CH2:9][C:10](=[O:13])[CH2:11][F:12])=[CH:6][CH:7]=1. The catalyst class is: 2. (2) Reactant: C([O:5][C:6]([C:8]1[C:9]([N:26]([CH2:29][CH3:30])[CH2:27][CH3:28])=[N:10][C:11]2[C:16]([C:17]=1[C:18]1[CH:23]=[CH:22][CH:21]=[C:20]([Cl:24])[CH:19]=1)=[CH:15][C:14]([Cl:25])=[CH:13][CH:12]=2)=[O:7])(C)(C)C. Product: [Cl:25][C:14]1[CH:15]=[C:16]2[C:11](=[CH:12][CH:13]=1)[N:10]=[C:9]([N:26]([CH2:27][CH3:28])[CH2:29][CH3:30])[C:8]([C:6]([OH:7])=[O:5])=[C:17]2[C:18]1[CH:23]=[CH:22][CH:21]=[C:20]([Cl:24])[CH:19]=1. The catalyst class is: 89. (3) Reactant: C1C=CC2N(O)N=NC=2C=1.CCN(C(C)C)C(C)C.Cl.[C:21]1([C:27]2[NH:31][N:30]=[C:29]([C:32]([OH:34])=O)[CH:28]=2)[CH:26]=[CH:25][CH:24]=[CH:23][CH:22]=1.CCN=C=NCCCN(C)C.Cl.[NH2:47][CH2:48][C:49]([N:51]1[CH2:56][CH2:55][N:54]([C:57](=[O:69])[C:58]2[CH:63]=[C:62]([F:64])[CH:61]=[CH:60][C:59]=2[C:65]([F:68])([F:67])[F:66])[CH2:53][CH2:52]1)=[O:50]. Product: [F:64][C:62]1[CH:61]=[CH:60][C:59]([C:65]([F:67])([F:66])[F:68])=[C:58]([CH:63]=1)[C:57]([N:54]1[CH2:55][CH2:56][N:51]([C:49](=[O:50])[CH2:48][NH:47][C:32]([C:29]2[CH:28]=[C:27]([C:21]3[CH:22]=[CH:23][CH:24]=[CH:25][CH:26]=3)[NH:31][N:30]=2)=[O:34])[CH2:52][CH2:53]1)=[O:69]. The catalyst class is: 18.